Dataset: Forward reaction prediction with 1.9M reactions from USPTO patents (1976-2016). Task: Predict the product of the given reaction. Given the reactants [Br:1][C:2]1[CH:3]=[C:4]2[C:8](=[CH:9][CH:10]=1)[CH:7]([NH2:11])[CH2:6][CH2:5]2.C(=O)([O-])[O-].[K+].[K+].Cl[C:19]([O:21][CH2:22][C:23]1[CH:28]=[CH:27][CH:26]=[CH:25][CH:24]=1)=[O:20], predict the reaction product. The product is: [Br:1][C:2]1[CH:3]=[C:4]2[C:8](=[CH:9][CH:10]=1)[CH:7]([NH:11][C:19](=[O:20])[O:21][CH2:22][C:23]1[CH:28]=[CH:27][CH:26]=[CH:25][CH:24]=1)[CH2:6][CH2:5]2.